From a dataset of Aqueous solubility values for 9,982 compounds from the AqSolDB database. Regression/Classification. Given a drug SMILES string, predict its absorption, distribution, metabolism, or excretion properties. Task type varies by dataset: regression for continuous measurements (e.g., permeability, clearance, half-life) or binary classification for categorical outcomes (e.g., BBB penetration, CYP inhibition). For this dataset (solubility_aqsoldb), we predict Y. (1) The Y is -1.33 log mol/L. The molecule is c1ccc2ncccc2c1. (2) The molecule is COc1cc([C@@H]2c3cc4c(c(O)c3C[C@H]3COC(=O)[C@@H]32)OCO4)cc(OC)c1O. The Y is -4.13 log mol/L.